From a dataset of Full USPTO retrosynthesis dataset with 1.9M reactions from patents (1976-2016). Predict the reactants needed to synthesize the given product. (1) Given the product [OH2:1].[OH:1][C:2]1[CH:3]=[C:4]([C:8]2[N:9]=[N:10][N:11]([CH2:13][C:14]([OH:16])=[O:15])[CH:12]=2)[CH:5]=[CH:6][CH:7]=1, predict the reactants needed to synthesize it. The reactants are: [OH:1][C:2]1[CH:3]=[C:4]([C:8]2[N:9]=[N:10][N:11]([CH2:13][C:14]([O:16]CC)=[O:15])[CH:12]=2)[CH:5]=[CH:6][CH:7]=1.[OH-].[Na+]. (2) Given the product [CH2:18]([O:10][C:9](=[O:11])[CH2:8][C:5]1[CH:6]=[CH:7][C:2]([Br:1])=[CH:3][C:4]=1[Cl:12])[CH3:19], predict the reactants needed to synthesize it. The reactants are: [Br:1][C:2]1[CH:7]=[CH:6][C:5]([CH2:8][C:9]([OH:11])=[O:10])=[C:4]([Cl:12])[CH:3]=1.S(Cl)(Cl)=O.N.[CH2:18](O)[CH3:19]. (3) Given the product [C:11]([O:15][C:16]([N:18]1[CH2:19][CH:20]=[C:21]([C:2]2[CH:7]=[CH:6][C:5]([N+:8]([O-:10])=[O:9])=[CH:4][N:3]=2)[CH2:22][CH2:23]1)=[O:17])([CH3:14])([CH3:12])[CH3:13], predict the reactants needed to synthesize it. The reactants are: Br[C:2]1[CH:7]=[CH:6][C:5]([N+:8]([O-:10])=[O:9])=[CH:4][N:3]=1.[C:11]([O:15][C:16]([N:18]1[CH2:23][CH:22]=[C:21](OS(C(F)(F)F)(=O)=O)[CH2:20][CH2:19]1)=[O:17])([CH3:14])([CH3:13])[CH3:12].C([O-])([O-])=O.[Na+].[Na+]. (4) Given the product [CH2:1]([CH:8]1[CH2:13][CH2:12][NH:11][CH:10]([CH2:14][CH:15]([C:21]([O:23][CH2:24][CH3:25])=[O:22])[C:16]([O:18][CH2:19][CH3:20])=[O:17])[CH2:9]1)[C:2]1[CH:7]=[CH:6][CH:5]=[CH:4][CH:3]=1, predict the reactants needed to synthesize it. The reactants are: [CH2:1]([C:8]1[CH:13]=[CH:12][N:11]=[C:10]([CH2:14][CH:15]([C:21]([O:23][CH2:24][CH3:25])=[O:22])[C:16]([O:18][CH2:19][CH3:20])=[O:17])[CH:9]=1)[C:2]1[CH:7]=[CH:6][CH:5]=[CH:4][CH:3]=1.Cl. (5) The reactants are: Br[C:2]1[C:10]2[C:9](=[O:11])[N:8]([CH3:12])[C:7](=[O:13])[N:6]([CH2:14][CH:15]([CH3:17])[CH3:16])[C:5]=2[S:4][C:3]=1[CH2:18][C:19]1[CH:24]=[CH:23][CH:22]=[CH:21][C:20]=1[C:25]([F:28])([F:27])[F:26].C([Mg]Br)[CH:30]([CH3:32])C.[C:35](=[O:37])=[O:36]. Given the product [CH3:12][N:8]1[C:9](=[O:11])[C:10]2[C:2]([C:35]([O:37][CH2:30][CH3:32])=[O:36])=[C:3]([CH2:18][C:19]3[CH:24]=[CH:23][CH:22]=[CH:21][C:20]=3[C:25]([F:28])([F:27])[F:26])[S:4][C:5]=2[N:6]([CH2:14][CH:15]([CH3:17])[CH3:16])[C:7]1=[O:13], predict the reactants needed to synthesize it.